From a dataset of Forward reaction prediction with 1.9M reactions from USPTO patents (1976-2016). Predict the product of the given reaction. Given the reactants Cl[C:2]1[N:7]=[C:6]([NH:8][C:9]2[CH:14]=[CH:13][C:12]([N:15]3[CH2:20][CH2:19][N:18]([CH:21]4[CH2:24][O:23][CH2:22]4)[CH2:17][CH2:16]3)=[CH:11][CH:10]=2)[N:5]=[C:4]([C:25]2[CH:26]=[C:27]([CH:30]=[C:31]([O:33][CH:34]3[CH2:39][CH2:38][NH:37][CH2:36][CH2:35]3)[CH:32]=2)[C:28]#[N:29])[N:3]=1.[C:40](O)(=[O:44])[C@H:41]([CH3:43])[OH:42].CN(C(ON1N=NC2C=CC=NC1=2)=[N+](C)C)C.F[P-](F)(F)(F)(F)F.CCN(C(C)C)C(C)C, predict the reaction product. The product is: [OH:42][C@@H:41]([CH3:43])[C:40]([N:37]1[CH2:36][CH2:35][CH:34]([O:33][C:31]2[CH:30]=[C:27]([CH:26]=[C:25]([C:4]3[N:5]=[C:6]([NH:8][C:9]4[CH:10]=[CH:11][C:12]([N:15]5[CH2:16][CH2:17][N:18]([CH:21]6[CH2:22][O:23][CH2:24]6)[CH2:19][CH2:20]5)=[CH:13][CH:14]=4)[N:7]=[CH:2][N:3]=3)[CH:32]=2)[C:28]#[N:29])[CH2:39][CH2:38]1)=[O:44].